Dataset: Forward reaction prediction with 1.9M reactions from USPTO patents (1976-2016). Task: Predict the product of the given reaction. (1) Given the reactants CO.Br[C:4]1[CH:9]=[CH:8][C:7]([F:10])=[CH:6][CH:5]=1.[N+]([C:14]1[CH:22]=[CH:21][C:17]([C:18](O)=O)=CC=1)([O-])=O.C1CCCC=1, predict the reaction product. The product is: [F:10][C:7]1[CH:8]=[CH:9][C:4]([C@H:18]2[CH2:17][CH2:21][CH:22]=[CH:14]2)=[CH:5][CH:6]=1. (2) Given the reactants [C:1](Cl)(Cl)=[S:2].[N:5]1([CH2:10][CH2:11][O:12][C:13]2[CH:18]=[CH:17][C:16]([NH2:19])=[CH:15][CH:14]=2)[CH2:9][CH2:8][CH2:7][CH2:6]1.C([O-])(O)=O.[Na+], predict the reaction product. The product is: [N:19]([C:16]1[CH:15]=[CH:14][C:13]([O:12][CH2:11][CH2:10][N:5]2[CH2:9][CH2:8][CH2:7][CH2:6]2)=[CH:18][CH:17]=1)=[C:1]=[S:2]. (3) Given the reactants [O:1]1[C:5]2([CH2:10][CH2:9][CH2:8][CH2:7][CH2:6]2)[CH2:4][C:3]([C:11]([O:13]CC)=[O:12])=[N:2]1.CO.O.[OH-].[Li+], predict the reaction product. The product is: [O:1]1[C:5]2([CH2:10][CH2:9][CH2:8][CH2:7][CH2:6]2)[CH2:4][C:3]([C:11]([OH:13])=[O:12])=[N:2]1. (4) Given the reactants CC(C[AlH]CC(C)C)C.[Br:10][C:11]1[C:20]([Cl:21])=[CH:19][C:14]([C:15](OC)=[O:16])=[CH:13][C:12]=1[Cl:22], predict the reaction product. The product is: [Br:10][C:11]1[C:20]([Cl:21])=[CH:19][C:14]([CH2:15][OH:16])=[CH:13][C:12]=1[Cl:22]. (5) Given the reactants [OH:1][C:2]([CH:7]1[O:12][CH2:11][CH2:10][N:9]([CH2:13][C:14]2[CH:19]=[CH:18][C:17]([O:20][CH3:21])=[CH:16][CH:15]=2)[C:8]1=[O:22])([CH3:6])[C:3]([OH:5])=[O:4].C1COCC1.[C:28](OC(=NC(C)C)NC(C)C)([CH3:31])([CH3:30])[CH3:29], predict the reaction product. The product is: [OH:1][C:2]([CH:7]1[O:12][CH2:11][CH2:10][N:9]([CH2:13][C:14]2[CH:19]=[CH:18][C:17]([O:20][CH3:21])=[CH:16][CH:15]=2)[C:8]1=[O:22])([CH3:6])[C:3]([O:5][C:28]([CH3:31])([CH3:30])[CH3:29])=[O:4]. (6) Given the reactants [F:1][C:2]1([F:25])[CH2:6][CH2:5][C@@H:4]([C@@:7]([OH:24])([C:18]2[CH:23]=[CH:22][CH:21]=[CH:20][CH:19]=2)[C:8]([O:10][CH2:11][CH:12]2[CH2:17][CH2:16][NH:15][CH2:14][CH2:13]2)=[O:9])[CH2:3]1.[ClH:26].[N:27]1([C:32](N)=[NH:33])C=CC=N1.C(N(C(C)C)CC)(C)C, predict the reaction product. The product is: [ClH:26].[F:25][C:2]1([F:1])[CH2:6][CH2:5][C@@H:4]([C@@:7]([OH:24])([C:18]2[CH:19]=[CH:20][CH:21]=[CH:22][CH:23]=2)[C:8]([O:10][CH2:11][CH:12]2[CH2:17][CH2:16][N:15]([C:32](=[NH:27])[NH2:33])[CH2:14][CH2:13]2)=[O:9])[CH2:3]1. (7) Given the reactants [Cl:1][C:2]1[C:10]([F:11])=[C:9]2[C:5]([C:6]([S:12][C:13]3[C:14]([F:24])=[C:15]([CH:21]=[CH:22][CH:23]=3)[C:16]([O:18][CH2:19][CH3:20])=[O:17])=[CH:7][NH:8]2)=[CH:4][CH:3]=1.S(Cl)([Cl:28])(=O)=O, predict the reaction product. The product is: [Cl:28][C:7]1[NH:8][C:9]2[C:5]([C:6]=1[S:12][C:13]1[C:14]([F:24])=[C:15]([CH:21]=[CH:22][CH:23]=1)[C:16]([O:18][CH2:19][CH3:20])=[O:17])=[CH:4][CH:3]=[C:2]([Cl:1])[C:10]=2[F:11]. (8) Given the reactants [CH3:1][O:2][C:3]1[CH:8]=[CH:7][C:6]([NH:9][NH2:10])=[CH:5][CH:4]=1.[N+:11]([C:14]1[CH:19]=[CH:18][C:17]([N:20]2[CH2:25][CH2:24][CH:23]([C:26](=[O:31])C(Cl)(Cl)Cl)[C:22](=O)[C:21]2=[O:33])=[CH:16][CH:15]=1)([O-:13])=[O:12], predict the reaction product. The product is: [OH:31][C:26]1[C:23]2[CH2:24][CH2:25][N:20]([C:17]3[CH:18]=[CH:19][C:14]([N+:11]([O-:13])=[O:12])=[CH:15][CH:16]=3)[C:21](=[O:33])[C:22]=2[N:9]([C:6]2[CH:7]=[CH:8][C:3]([O:2][CH3:1])=[CH:4][CH:5]=2)[N:10]=1. (9) Given the reactants Cl[C:2]1[CH:7]=[C:6]([NH2:8])[CH:5]=[C:4]([Cl:9])[N:3]=1.[NH:10]1[CH2:15][CH2:14][O:13][CH2:12][CH2:11]1, predict the reaction product. The product is: [Cl:9][C:4]1[CH:5]=[C:6]([NH2:8])[CH:7]=[C:2]([N:10]2[CH2:15][CH2:14][O:13][CH2:12][CH2:11]2)[N:3]=1.